Dataset: Peptide-MHC class I binding affinity with 185,985 pairs from IEDB/IMGT. Task: Regression. Given a peptide amino acid sequence and an MHC pseudo amino acid sequence, predict their binding affinity value. This is MHC class I binding data. (1) The peptide sequence is SWIQNEFNK. The MHC is HLA-A31:01 with pseudo-sequence HLA-A31:01. The binding affinity (normalized) is 0.336. (2) The MHC is HLA-B45:01 with pseudo-sequence HLA-B45:01. The peptide sequence is FDAWFSQRGG. The binding affinity (normalized) is 0.456. (3) The peptide sequence is FPFVLAAII. The MHC is HLA-B35:01 with pseudo-sequence HLA-B35:01. The binding affinity (normalized) is 0.699. (4) The peptide sequence is SFIMRNFLR. The MHC is HLA-A31:01 with pseudo-sequence HLA-A31:01. The binding affinity (normalized) is 1.00. (5) The peptide sequence is SIYECITFL. The MHC is HLA-A02:01 with pseudo-sequence HLA-A02:01. The binding affinity (normalized) is 0.599. (6) The peptide sequence is SMFWDGMDY. The MHC is HLA-A03:01 with pseudo-sequence HLA-A03:01. The binding affinity (normalized) is 0.998.